The task is: Regression. Given two drug SMILES strings and cell line genomic features, predict the synergy score measuring deviation from expected non-interaction effect.. This data is from Merck oncology drug combination screen with 23,052 pairs across 39 cell lines. (1) Drug 1: CN1C(=O)C=CC2(C)C3CCC4(C)C(NC(=O)OCC(F)(F)F)CCC4C3CCC12. Drug 2: O=c1[nH]cc(F)c(=O)[nH]1. Cell line: LNCAP. Synergy scores: synergy=2.96. (2) Drug 1: O=S1(=O)NC2(CN1CC(F)(F)F)C1CCC2Cc2cc(C=CCN3CCC(C(F)(F)F)CC3)ccc2C1. Drug 2: Cc1nc(Nc2ncc(C(=O)Nc3c(C)cccc3Cl)s2)cc(N2CCN(CCO)CC2)n1. Cell line: A2780. Synergy scores: synergy=60.4. (3) Drug 1: CS(=O)(=O)CCNCc1ccc(-c2ccc3ncnc(Nc4ccc(OCc5cccc(F)c5)c(Cl)c4)c3c2)o1. Drug 2: NC1(c2ccc(-c3nc4ccn5c(=O)[nH]nc5c4cc3-c3ccccc3)cc2)CCC1. Cell line: COLO320DM. Synergy scores: synergy=-11.3. (4) Drug 1: CCC1(O)CC2CN(CCc3c([nH]c4ccccc34)C(C(=O)OC)(c3cc4c(cc3OC)N(C)C3C(O)(C(=O)OC)C(OC(C)=O)C5(CC)C=CCN6CCC43C65)C2)C1. Drug 2: NC(=O)c1cccc2cn(-c3ccc(C4CCCNC4)cc3)nc12. Cell line: OVCAR3. Synergy scores: synergy=-16.9. (5) Drug 1: Nc1ccn(C2OC(CO)C(O)C2(F)F)c(=O)n1. Drug 2: O=C(O)C1(Cc2cccc(Nc3nccs3)n2)CCC(Oc2cccc(Cl)c2F)CC1. Cell line: SKOV3. Synergy scores: synergy=7.05. (6) Drug 1: O=S1(=O)NC2(CN1CC(F)(F)F)C1CCC2Cc2cc(C=CCN3CCC(C(F)(F)F)CC3)ccc2C1. Drug 2: O=c1[nH]cc(F)c(=O)[nH]1. Cell line: CAOV3. Synergy scores: synergy=9.75.